Dataset: Full USPTO retrosynthesis dataset with 1.9M reactions from patents (1976-2016). Task: Predict the reactants needed to synthesize the given product. (1) Given the product [Cl:1][C:2]1[CH:3]=[C:4]2[C:10]([C:11]3[N:16]=[C:15]([NH:17][C@H:18]4[CH2:23][CH2:22][CH2:21][C@@H:20]([NH:24][CH2:25][CH2:26][NH:27][CH3:28])[CH2:19]4)[C:14]([F:36])=[CH:13][N:12]=3)=[CH:9][NH:8][C:5]2=[N:6][CH:7]=1, predict the reactants needed to synthesize it. The reactants are: [Cl:1][C:2]1[CH:3]=[C:4]2[C:10]([C:11]3[N:16]=[C:15]([NH:17][C@H:18]4[CH2:23][CH2:22][CH2:21][C@@H:20]([NH:24][CH2:25][CH2:26][N:27](C)[C:28](=O)OC(C)(C)C)[CH2:19]4)[C:14]([F:36])=[CH:13][N:12]=3)=[CH:9][NH:8][C:5]2=[N:6][CH:7]=1.Cl.O1CCOCC1. (2) Given the product [CH:19]([N:22]1[CH2:27][CH2:26][N:25]([C:28]2[CH:33]=[CH:32][C:31]([NH2:34])=[CH:30][CH:29]=2)[CH2:24][CH2:23]1)([CH3:21])[CH3:20], predict the reactants needed to synthesize it. The reactants are: C(N1CCN(C2C=CC(N)=CC=2)CC1)CC(C)C.[CH:19]([N:22]1[CH2:27][CH2:26][N:25]([C:28]2[CH:33]=[CH:32][C:31]([N+:34]([O-])=O)=[CH:30][CH:29]=2)[CH2:24][CH2:23]1)([CH3:21])[CH3:20].C(Cl)Cl. (3) Given the product [Cl:8][C:7]1[C:2]([N:11]2[CH2:16][CH2:15][NH:14][CH2:13][CH2:12]2)=[N:3][C:4]([CH3:10])=[C:5]([CH3:9])[N:6]=1, predict the reactants needed to synthesize it. The reactants are: Cl[C:2]1[C:7]([Cl:8])=[N:6][C:5]([CH3:9])=[C:4]([CH3:10])[N:3]=1.[NH:11]1[CH2:16][CH2:15][NH:14][CH2:13][CH2:12]1.